Dataset: Forward reaction prediction with 1.9M reactions from USPTO patents (1976-2016). Task: Predict the product of the given reaction. (1) Given the reactants [C:1]([OH:10])(=O)[C:2]1[C:3](=[CH:5][CH:6]=[CH:7][CH:8]=1)[NH2:4].[CH2:11]([NH2:18])[C:12]1[CH:17]=[CH:16][CH:15]=[CH:14][CH:13]=1.[CH:19](=O)[C:20]1[CH:25]=[CH:24][C:23]([O:26][CH3:27])=[CH:22][CH:21]=1.Cl[CH2:30][CH2:31][CH2:32]Br.[NH:34]1[CH2:39][CH2:38]C[CH2:36][CH2:35]1, predict the reaction product. The product is: [CH2:11]([N:18]1[C:1](=[O:10])[C:2]2[C:3](=[CH:5][CH:6]=[CH:7][CH:8]=2)[N:4]=[C:19]1[C:20]1[CH:25]=[CH:24][C:23]([O:26][CH2:27][CH2:36][CH2:35][N:34]2[CH2:39][CH2:38][CH2:32][CH2:31][CH2:30]2)=[CH:22][CH:21]=1)[C:12]1[CH:17]=[CH:16][CH:15]=[CH:14][CH:13]=1. (2) Given the reactants [CH3:1][NH:2][C:3]1[CH:8]=[CH:7][N:6]=[C:5]([NH2:9])[CH:4]=1.Br[CH2:11][C:12]([C:14]1[CH:23]=[CH:22][C:17]([C:18]([O:20][CH3:21])=[O:19])=[CH:16][CH:15]=1)=O, predict the reaction product. The product is: [CH3:1][NH:2][C:3]1[CH:8]=[CH:7][N:6]2[CH:11]=[C:12]([C:14]3[CH:23]=[CH:22][C:17]([C:18]([O:20][CH3:21])=[O:19])=[CH:16][CH:15]=3)[N:9]=[C:5]2[CH:4]=1. (3) Given the reactants CS(O[CH2:6][C@@H:7]([NH:11][C:12]([O:14][CH2:15][C:16]1[CH:21]=[CH:20][CH:19]=[CH:18][CH:17]=1)=[O:13])[CH2:8][O:9][CH3:10])(=O)=O.[N-:22]=[N+]=[N-].[Na+].C1(P(C2C=CC=CC=2)C2C=CC=CC=2)C=CC=CC=1, predict the reaction product. The product is: [NH2:22][CH2:6][C@@H:7]([NH:11][C:12](=[O:13])[O:14][CH2:15][C:16]1[CH:21]=[CH:20][CH:19]=[CH:18][CH:17]=1)[CH2:8][O:9][CH3:10].